Dataset: Forward reaction prediction with 1.9M reactions from USPTO patents (1976-2016). Task: Predict the product of the given reaction. (1) Given the reactants [F:1][C:2]1[C:10]([O:11][CH3:12])=[C:9]2[C:5]([C:6]([CH:21]=O)=[C:7]([C:13]3[C:14]([CH3:20])=[N:15][N:16]([CH3:19])[C:17]=3[CH3:18])[NH:8]2)=[CH:4][C:3]=1[O:23][CH3:24].[CH3:25][NH:26][C:27]([NH:29][C:30]1[CH:31]=[CH:32][C:33]2[O:37][CH2:36][C:35](=[O:38])[C:34]=2[CH:39]=1)=[O:28].Cl, predict the reaction product. The product is: [F:1][C:2]1[C:10]([O:11][CH3:12])=[C:9]2[C:5]([C:6](/[CH:21]=[C:36]3\[O:37][C:33]4[CH:32]=[CH:31][C:30]([NH:29][C:27]([NH:26][CH3:25])=[O:28])=[CH:39][C:34]=4[C:35]\3=[O:38])=[C:7]([C:13]3[C:14]([CH3:20])=[N:15][N:16]([CH3:19])[C:17]=3[CH3:18])[NH:8]2)=[CH:4][C:3]=1[O:23][CH3:24]. (2) Given the reactants [CH2:1]([C:3]1[N:8]=[C:7]([CH3:9])[C:6]2[C:10]([C:13]3[CH:18]=[CH:17][C:16]([O:19][CH3:20])=[CH:15][CH:14]=3)=[N:11][NH:12][C:5]=2[CH:4]=1)[CH3:2].[H-].[Na+].[CH3:23][C:24]1[C:25]([N:30]([CH2:53][O:54][CH2:55][CH2:56][O:57][CH3:58])[S:31]([C:34]2[S:35][C:36]([CH3:52])=[CH:37][C:38]=2[C:39]2[CH:50]=[CH:49][C:42]([CH2:43]OS(C)(=O)=O)=[CH:41][C:40]=2[CH3:51])(=[O:33])=[O:32])=[N:26][O:27][C:28]=1[CH3:29].O, predict the reaction product. The product is: [CH3:23][C:24]1[C:25]([N:30]([CH2:53][O:54][CH2:55][CH2:56][O:57][CH3:58])[S:31]([C:34]2[S:35][C:36]([CH3:52])=[CH:37][C:38]=2[C:39]2[CH:50]=[CH:49][C:42]([CH2:43][N:12]3[C:5]4[CH:4]=[C:3]([CH2:1][CH3:2])[N:8]=[C:7]([CH3:9])[C:6]=4[C:10]([C:13]4[CH:14]=[CH:15][C:16]([O:19][CH3:20])=[CH:17][CH:18]=4)=[N:11]3)=[CH:41][C:40]=2[CH3:51])(=[O:33])=[O:32])=[N:26][O:27][C:28]=1[CH3:29]. (3) Given the reactants [F:1][C:2]1[CH:53]=[N:52][C:5]2[N:6]([C:31]3[CH:32]=[C:33]([C:37]4[CH:42]=[CH:41][C:40]([CH2:43][NH:44]C(=O)OC(C)(C)C)=[CH:39][CH:38]=4)[CH:34]=[CH:35][CH:36]=3)[C:7](=[O:30])[N:8]([C@H:11]3[CH2:16][CH2:15][C@@H:14]([NH:17][C:18]([C:20]4[N:21]=[C:22]5[CH:27]=[CH:26][C:25]([F:28])=[CH:24][N:23]5[CH:29]=4)=[O:19])[CH2:13][CH2:12]3)[C:9](=[O:10])[C:4]=2[CH:3]=1.[ClH:54], predict the reaction product. The product is: [ClH:54].[NH2:44][CH2:43][C:40]1[CH:39]=[CH:38][C:37]([C:33]2[CH:34]=[CH:35][CH:36]=[C:31]([N:6]3[C:5]4[N:52]=[CH:53][C:2]([F:1])=[CH:3][C:4]=4[C:9](=[O:10])[N:8]([C@@H:11]4[CH2:16][CH2:15][C@H:14]([NH:17][C:18]([C:20]5[N:21]=[C:22]6[CH:27]=[CH:26][C:25]([F:28])=[CH:24][N:23]6[CH:29]=5)=[O:19])[CH2:13][CH2:12]4)[C:7]3=[O:30])[CH:32]=2)=[CH:42][CH:41]=1. (4) The product is: [OH:2][C:3]1[CH:4]=[C:5]([S:11][C:12]2[CH:22]=[CH:21][C:15]3[NH:16][C:17](=[O:20])[CH2:18][O:19][C:14]=3[CH:13]=2)[CH:6]=[CH:7][C:8]=1[OH:9]. Given the reactants C[O:2][C:3]1[CH:4]=[C:5]([S:11][C:12]2[CH:22]=[CH:21][C:15]3[NH:16][C:17](=[O:20])[CH2:18][O:19][C:14]=3[CH:13]=2)[CH:6]=[CH:7][C:8]=1[O:9]C.B(Br)(Br)Br, predict the reaction product.